From a dataset of Full USPTO retrosynthesis dataset with 1.9M reactions from patents (1976-2016). Predict the reactants needed to synthesize the given product. (1) Given the product [Br:1][C:2]1[CH:3]=[CH:4][C:5]([CH3:9])=[C:6]([NH:7][C:19](=[O:22])[CH:20]=[CH2:21])[CH:8]=1, predict the reactants needed to synthesize it. The reactants are: [Br:1][C:2]1[CH:3]=[CH:4][C:5]([CH3:9])=[C:6]([CH:8]=1)[NH2:7].C(N(C(C)C)CC)(C)C.[C:19](Cl)(=[O:22])[CH:20]=[CH2:21]. (2) Given the product [NH2:33][C:34]1[N:39]=[C:38]([N:13]2[CH2:14][C@@H:15]([OH:17])[CH2:16][C@H:12]2[C:7]2[N:6]([C:18]3[CH:19]=[CH:20][CH:21]=[CH:22][CH:23]=3)[C:5](=[O:24])[C:4]3[C:9](=[CH:10][CH:11]=[C:2]([F:1])[C:3]=3[C:25]3[CH:30]=[N:29][C:28]([O:31][CH3:32])=[N:27][CH:26]=3)[N:8]=2)[C:37]([C:41]#[N:42])=[C:36]([CH3:43])[N:35]=1, predict the reactants needed to synthesize it. The reactants are: [F:1][C:2]1[C:3]([C:25]2[CH:26]=[N:27][C:28]([O:31][CH3:32])=[N:29][CH:30]=2)=[C:4]2[C:9](=[CH:10][CH:11]=1)[N:8]=[C:7]([C@@H:12]1[CH2:16][C@H:15]([OH:17])[CH2:14][NH:13]1)[N:6]([C:18]1[CH:23]=[CH:22][CH:21]=[CH:20][CH:19]=1)[C:5]2=[O:24].[NH2:33][C:34]1[N:39]=[C:38](Cl)[C:37]([C:41]#[N:42])=[C:36]([CH3:43])[N:35]=1.CCN(C(C)C)C(C)C.